Task: Regression/Classification. Given a drug SMILES string, predict its absorption, distribution, metabolism, or excretion properties. Task type varies by dataset: regression for continuous measurements (e.g., permeability, clearance, half-life) or binary classification for categorical outcomes (e.g., BBB penetration, CYP inhibition). Dataset: hlm.. Dataset: Human liver microsome stability data (1) The drug is O=C(NCCc1nc(-c2cccc(F)c2)cs1)c1cccc(F)c1. The result is 1 (stable in human liver microsomes). (2) The compound is Cc1ccc(C(=O)N[C@H](c2cn(C3(C#N)CC3)nn2)C2CCCCC2)cc1. The result is 1 (stable in human liver microsomes). (3) The compound is CCN(CC)c1ccc(CCNC(=O)c2ccc(O)cc2)cc1. The result is 1 (stable in human liver microsomes). (4) The drug is CC(C)CCC[C@@H](C)[C@H]1CC[C@H]2[C@H](Nc3ccc(O)cc3)CCC[C@]12C. The result is 0 (unstable in human liver microsomes). (5) The molecule is CC(C)N(C)C(=O)n1cnc(S(=O)(=O)C2CC3CCC2C3)n1. The result is 0 (unstable in human liver microsomes). (6) The molecule is N#Cc1ccc(NC(=O)c2cc3ccccc3cc2O)cc1. The result is 0 (unstable in human liver microsomes). (7) The drug is CN(C)CCCn1cc(CN2CCN(c3cc(C(=O)Nc4ccc5c(c4)-c4c(c(C(N)=O)nn4-c4ccc(F)cc4)CC5)c(Cl)cn3)CC2)cn1. The result is 1 (stable in human liver microsomes).